Dataset: Reaction yield outcomes from USPTO patents with 853,638 reactions. Task: Predict the reaction yield, written as a fraction of the theoretical maximum amount of product (1.0 means a 100% yield; for example, 0.34 means a 34% yield). (1) The reactants are [CH3:1][N:2]([CH3:17])[S:3]([C:6]1[C:11]([Cl:12])=[CH:10][CH:9]=[C:8]([N+:13]([O-:15])=[O:14])[C:7]=1Cl)(=[O:5])=[O:4].[H-].[Na+].[OH2:20]. No catalyst specified. The product is [CH3:1][N:2]([CH3:17])[S:3]([C:6]1[C:11]([Cl:12])=[CH:10][CH:9]=[C:8]([N+:13]([O-:15])=[O:14])[C:7]=1[OH:20])(=[O:5])=[O:4]. The yield is 0.930. (2) The reactants are Br[C:2]1[CH:7]=[CH:6][C:5]([OH:8])=[CH:4][C:3]=1[CH3:9].[CH:10]([C:12]1[CH:13]=[C:14](B(O)O)[CH:15]=[CH:16][CH:17]=1)=[O:11].C(=O)([O-])[O-].[Na+].[Na+]. The catalyst is CN(C=O)C.C(OCC)(=O)C.O.Cl[Pd](Cl)([P](C1C=CC=CC=1)(C1C=CC=CC=1)C1C=CC=CC=1)[P](C1C=CC=CC=1)(C1C=CC=CC=1)C1C=CC=CC=1. The product is [OH:8][C:5]1[CH:6]=[CH:7][C:2]([C:16]2[CH:15]=[CH:14][CH:13]=[C:12]([CH:10]=[O:11])[CH:17]=2)=[C:3]([CH3:9])[CH:4]=1. The yield is 0.200.